Dataset: Forward reaction prediction with 1.9M reactions from USPTO patents (1976-2016). Task: Predict the product of the given reaction. Given the reactants [NH2:1][CH2:2][C:3]([O:5][CH2:6][C:7]1[CH:12]=[CH:11][CH:10]=[CH:9][CH:8]=1)=[O:4].Cl.NCC(OCC1C=CC=CC=1)=O.C(=O)(O)[O-].[Na+].N1C=CC=CC=1.Cl[C:38]([O:40][CH:41]([Cl:43])[CH3:42])=[O:39], predict the reaction product. The product is: [Cl:43][CH:41]([O:40][C:38]([NH:1][CH2:2][C:3]([O:5][CH2:6][C:7]1[CH:12]=[CH:11][CH:10]=[CH:9][CH:8]=1)=[O:4])=[O:39])[CH3:42].